Task: Predict the product of the given reaction.. Dataset: Forward reaction prediction with 1.9M reactions from USPTO patents (1976-2016) (1) Given the reactants [Br:1][C:2]1[C:11]([O:12][CH3:13])=[C:10]2[C:5]([CH:6]=[N:7][C:8](Cl)=[N:9]2)=[C:4]([Cl:15])[CH:3]=1.[NH2:16][C:17]1[CH:22]=[CH:21][C:20]([C:23]([N:25]2[CH2:30][CH2:29][O:28][CH2:27][CH2:26]2)=[O:24])=[CH:19][CH:18]=1, predict the reaction product. The product is: [Br:1][C:2]1[C:11]([O:12][CH3:13])=[C:10]2[C:5]([CH:6]=[N:7][C:8]([NH:16][C:17]3[CH:18]=[CH:19][C:20]([C:23]([N:25]4[CH2:26][CH2:27][O:28][CH2:29][CH2:30]4)=[O:24])=[CH:21][CH:22]=3)=[N:9]2)=[C:4]([Cl:15])[CH:3]=1. (2) Given the reactants Br[C:2]1[CH:3]=[C:4]2[C:9](=[N:10][CH:11]=1)[N:8]([CH2:12][CH2:13][N:14]([CH3:16])[CH3:15])[CH:7]=[C:6]([C:17]([O:19][CH2:20][CH3:21])=[O:18])[C:5]2=[O:22].[CH2:23]([NH:25][C:26](=[O:46])[NH:27][C:28]1[N:33]=[CH:32][C:31](B(O)O)=[C:30]([C:37]2[S:38][CH:39]=[C:40]([C:42]([F:45])([F:44])[F:43])[N:41]=2)[CH:29]=1)[CH3:24].C(=O)([O-])[O-].[Na+].[Na+], predict the reaction product. The product is: [CH3:15][N:14]([CH3:16])[CH2:13][CH2:12][N:8]1[C:9]2[C:4](=[CH:3][C:2]([C:31]3[CH:32]=[N:33][C:28]([NH:27][C:26](=[O:46])[NH:25][CH2:23][CH3:24])=[CH:29][C:30]=3[C:37]3[S:38][CH:39]=[C:40]([C:42]([F:45])([F:43])[F:44])[N:41]=3)=[CH:11][N:10]=2)[C:5](=[O:22])[C:6]([C:17]([O:19][CH2:20][CH3:21])=[O:18])=[CH:7]1. (3) Given the reactants [CH3:1][O:2][C:3]1[CH:4]=[C:5]2[C:10](=[CH:11][C:12]=1[O:13][CH2:14][CH2:15][CH2:16][N:17]1[CH2:22][CH2:21][N:20]([CH3:23])[CH2:19][CH2:18]1)[NH:9][C:8](=O)[NH:7][CH2:6]2.S(Cl)([Cl:27])=O, predict the reaction product. The product is: [Cl:27][C:6]1[C:5]2[C:10](=[CH:11][C:12]([O:13][CH2:14][CH2:15][CH2:16][N:17]3[CH2:22][CH2:21][N:20]([CH3:23])[CH2:19][CH2:18]3)=[C:3]([O:2][CH3:1])[CH:4]=2)[N:9]=[CH:8][N:7]=1.